Task: Predict the reactants needed to synthesize the given product.. Dataset: Full USPTO retrosynthesis dataset with 1.9M reactions from patents (1976-2016) Given the product [CH2:36]([N:37]([CH2:38][C:39]1[CH:46]=[CH:45][C:42]([C:43]#[N:44])=[CH:41][CH:40]=1)[S:56]([C:49]1[CH:50]=[C:51]([CH3:55])[C:52]([Cl:54])=[CH:53][C:48]=1[F:47])(=[O:58])=[O:57])[C:31]1[CH:1]=[CH:35][CH:34]=[CH:33][CH:32]=1, predict the reactants needed to synthesize it. The reactants are: [CH3:1]OC(=O)C1C=CC(N(CC2C=CC=CC=2)S(C2C=CC(OC)=CC=2)(=O)=O)=CC=1.N1[CH:35]=[CH:34][CH:33]=[CH:32][C:31]=1[CH2:36][NH:37][CH2:38][C:39]1[CH:46]=[CH:45][C:42]([C:43]#[N:44])=[CH:41][CH:40]=1.[F:47][C:48]1[CH:53]=[C:52]([Cl:54])[C:51]([CH3:55])=[CH:50][C:49]=1[S:56](Cl)(=[O:58])=[O:57].